From a dataset of Catalyst prediction with 721,799 reactions and 888 catalyst types from USPTO. Predict which catalyst facilitates the given reaction. (1) Reactant: [CH2:1]([O:3][CH:4]1[CH2:9][CH2:8][C:7](=[O:10])[CH2:6][CH2:5]1)[CH3:2].C(C1C=CC=C(C(C)(C)C)N=1)(C)(C)C.[S:25](O[S:25]([C:28]([F:31])([F:30])[F:29])(=[O:27])=[O:26])([C:28]([F:31])([F:30])[F:29])(=[O:27])=[O:26]. Product: [CH2:1]([O:3][CH:4]1[CH2:9][CH2:8][C:7]([O:10][S:25]([C:28]([F:31])([F:30])[F:29])(=[O:27])=[O:26])=[CH:6][CH2:5]1)[CH3:2]. The catalyst class is: 4. (2) Reactant: [C:1]1([C:27]2[CH:32]=[CH:31][CH:30]=[CH:29][CH:28]=2)[C:2]([C:7]([N:9]2[CH2:13][C@H:12]([OH:14])[CH2:11][C@H:10]2[CH2:15][N:16]2C(=O)C3C(=CC=CC=3)C2=O)=[O:8])=[CH:3][CH:4]=[CH:5][CH:6]=1.O.NN. Product: [NH2:16][CH2:15][C@@H:10]1[CH2:11][C@@H:12]([OH:14])[CH2:13][N:9]1[C:7]([C:2]1[CH:3]=[CH:4][CH:5]=[CH:6][C:1]=1[C:27]1[CH:32]=[CH:31][CH:30]=[CH:29][CH:28]=1)=[O:8]. The catalyst class is: 5. (3) Reactant: [S:1]1[C:5]([C:6](=[O:8])[CH3:7])=[CH:4][C:3]2[CH2:9][CH2:10][C:11]3[C:16]([C:2]1=2)=[CH:15][CH:14]=[CH:13][CH:12]=3.[Al+3].[Cl-].[Cl-].[Cl-].[C:21](Cl)(=[O:23])[CH3:22].Cl. Product: [S:1]1[C:5]([C:6](=[O:8])[CH3:7])=[CH:4][C:3]2[CH2:9][CH2:10][C:11]3[C:16]([C:2]1=2)=[CH:15][CH:14]=[C:13]([C:21](=[O:23])[CH3:22])[CH:12]=3. The catalyst class is: 2. (4) Reactant: [H-].[Na+].[Cl:3][C:4]1[CH:10]=[CH:9][C:8]([N+:11]([O-:13])=[O:12])=[CH:7][C:5]=1[NH2:6].I[CH3:15]. Product: [Cl:3][C:4]1[CH:10]=[CH:9][C:8]([N+:11]([O-:13])=[O:12])=[CH:7][C:5]=1[NH:6][CH3:15]. The catalyst class is: 7. (5) Reactant: [C:1]1(=[O:11])[C:10]2[CH:5]([CH2:6][CH:7]=[CH:8][CH:9]=2)[CH2:4][CH2:3][NH:2]1.[Br:12]Br.C([O-])(O)=O.[Na+]. Product: [Br:12][C:4]1[C:5]2[CH2:6][CH2:7][CH2:8][CH2:9][C:10]=2[C:1](=[O:11])[NH:2][CH:3]=1. The catalyst class is: 22. (6) Reactant: [CH2:1]([C:6]1([CH:13]=[O:14])[CH2:11][CH:10]2[CH2:12][CH:7]1[CH:8]=[CH:9]2)[CH2:2][CH2:3][CH2:4]C.[Cl-].[Al+3].[Cl-].[Cl-]. Product: [CH2:1]([CH:6]1[CH2:11][CH:10]2[CH2:9][CH:8]([CH:7]=[CH:12]2)[C:13]1=[O:14])[CH2:2][CH2:3][CH3:4]. The catalyst class is: 2.